The task is: Predict the reaction yield, written as a fraction of the theoretical maximum amount of product (1.0 means a 100% yield; for example, 0.34 means a 34% yield).. This data is from Reaction yield outcomes from USPTO patents with 853,638 reactions. (1) The reactants are [C:1]([NH:4][CH2:5][C:6]([OH:8])=O)(=[O:3])[CH3:2].N1(C(N2C=CN=C2)=O)C=CN=C1.[Br:21][C:22]1[CH:23]=[CH:24][C:25]([C:28]([NH:30][NH2:31])=[O:29])=[N:26][CH:27]=1. The catalyst is CN(C=O)C. The product is [Br:21][C:22]1[CH:23]=[CH:24][C:25]([C:28]([NH:30][NH:31][C:6](=[O:8])[CH2:5][NH:4][C:1](=[O:3])[CH3:2])=[O:29])=[N:26][CH:27]=1. The yield is 0.370. (2) The reactants are [CH:1]([C:3]1[CH:25]=[CH:24][C:6]([C:7]([NH:9][C:10]2[CH:15]=[CH:14][CH:13]=[CH:12][C:11]=2[NH:16][C:17](=[O:23])[O:18][C:19]([CH3:22])([CH3:21])[CH3:20])=[O:8])=[CH:5][CH:4]=1)=O.[O:26]1[CH2:31][CH2:30][N:29]([C:32]2[CH:37]=[CH:36][C:35]([C:38](=[O:40])[CH3:39])=[CH:34][CH:33]=2)[CH2:28][CH2:27]1.C(C1C=CC=CC=1)(=O)C.[OH-].[Na+]. The catalyst is CO. The product is [N:29]1([C:32]2[CH:33]=[CH:34][C:35]([C:38](=[O:40])[CH:39]=[CH:1][C:3]3[CH:4]=[CH:5][C:6]([C:7]([NH:9][C:10]4[CH:15]=[CH:14][CH:13]=[CH:12][C:11]=4[NH:16][C:17](=[O:23])[O:18][C:19]([CH3:22])([CH3:20])[CH3:21])=[O:8])=[CH:24][CH:25]=3)=[CH:36][CH:37]=2)[CH2:28][CH2:27][O:26][CH2:31][CH2:30]1. The yield is 0.900. (3) The reactants are FC(F)(F)S([C:6]1[CH:7]=[C:8]([C:12]2[O:16][N:15]=[C:14]([C:17]3[CH:22]=[CH:21][CH:20]=[CH:19][N:18]=3)[CH:13]=2)[CH:9]=[CH:10][CH:11]=1)(=O)=O.[C-:25]#[N:26].[K+].C1C=CC(P(C2C=CC=CC=2)C2C=CC=CC=2)=CC=1.CCCCCC. The catalyst is C(#N)C.[Zn].C(OCC)(=O)C. The product is [C:25]([C:6]1[CH:7]=[C:8]([C:12]2[O:16][N:15]=[C:14]([C:17]3[CH:22]=[CH:21][CH:20]=[CH:19][N:18]=3)[CH:13]=2)[CH:9]=[CH:10][CH:11]=1)#[N:26]. The yield is 0.230. (4) The reactants are [Cl-].O[NH3+:3].[C:4](=[O:7])([O-])[OH:5].[Na+].CS(C)=O.[CH2:13]([C:17]1[N:18]([CH2:36][C:37]2[CH:42]=[CH:41][C:40]([C:43]3[C:44]([C:49]#[N:50])=[CH:45][CH:46]=[CH:47][CH:48]=3)=[CH:39][CH:38]=2)[C:19](=[O:35])[C:20]([C:26]2[CH:31]=[CH:30][C:29]([O:32][CH2:33][CH3:34])=[CH:28][CH:27]=2)=[C:21]([CH:23]2[CH2:25][CH2:24]2)[N:22]=1)[CH2:14][CH2:15][CH3:16]. The catalyst is O. The product is [CH2:13]([C:17]1[N:18]([CH2:36][C:37]2[CH:38]=[CH:39][C:40]([C:43]3[CH:48]=[CH:47][CH:46]=[CH:45][C:44]=3[C:49]3[NH:3][C:4](=[O:7])[O:5][N:50]=3)=[CH:41][CH:42]=2)[C:19](=[O:35])[C:20]([C:26]2[CH:31]=[CH:30][C:29]([O:32][CH2:33][CH3:34])=[CH:28][CH:27]=2)=[C:21]([CH:23]2[CH2:24][CH2:25]2)[N:22]=1)[CH2:14][CH2:15][CH3:16]. The yield is 0.900. (5) The reactants are [N:1]1([CH2:7][CH2:8][NH2:9])[CH2:6][CH2:5][CH2:4][CH2:3][CH2:2]1.Cl[C:11]1[N:12]=[N+:13]([O-:22])[C:14]2[CH:20]=[CH:19][C:18]([CH3:21])=[CH:17][C:15]=2[N:16]=1. The catalyst is COCCOC. The product is [CH3:21][C:18]1[CH:19]=[CH:20][C:14]2[N+:13]([O-:22])=[N:12][C:11]([NH:9][CH2:8][CH2:7][N:1]3[CH2:6][CH2:5][CH2:4][CH2:3][CH2:2]3)=[N:16][C:15]=2[CH:17]=1. The yield is 0.940. (6) The reactants are [Cl:1][C:2]1[CH:3]=[C:4]2[C:8](=[CH:9][CH:10]=1)[NH:7][C:6]([C:11](=[O:18])[CH2:12][CH2:13][CH2:14][CH2:15][CH2:16][CH3:17])=[CH:5]2.I[C:20]1[CH:21]=[C:22]([C:26]([F:29])([F:28])[F:27])[CH:23]=[CH:24][CH:25]=1.C(=O)([O-])[O-].[K+].[K+].Cl. The catalyst is [Cu]Br.CN1CCCC1=O. The product is [Cl:1][C:2]1[CH:3]=[C:4]2[C:8](=[CH:9][CH:10]=1)[N:7]([C:20]1[CH:25]=[CH:24][CH:23]=[C:22]([C:26]([F:29])([F:28])[F:27])[CH:21]=1)[C:6]([C:11](=[O:18])[CH2:12][CH2:13][CH2:14][CH2:15][CH2:16][CH3:17])=[CH:5]2. The yield is 0.170. (7) The reactants are S([O-])([O-])=O.[Na+:5].[Na+].[CH:7]1([S:13](Cl)(=[O:15])=[O:14])[CH2:12][CH2:11][CH2:10][CH2:9][CH2:8]1.C(=O)([O-])[O-].[Na+].[Na+]. The catalyst is O. The product is [CH:7]1([S:13]([O-:15])=[O:14])[CH2:12][CH2:11][CH2:10][CH2:9][CH2:8]1.[Na+:5]. The yield is 0.970. (8) The reactants are [NH2:1][C@@H:2]([C:4](O)=[O:5])[CH3:3].[H-].[H-].[H-].[H-].[Li+].[Al+3].C1COCC1.[CH3:30][C:29]([O:28][C:26](O[C:26]([O:28][C:29]([CH3:32])([CH3:31])[CH3:30])=[O:27])=[O:27])([CH3:32])[CH3:31]. The catalyst is C(Cl)Cl. The product is [C:26]([C@@H:4]([OH:5])[CH:2]([NH2:1])[CH3:3])([O:28][C:29]([CH3:30])([CH3:31])[CH3:32])=[O:27]. The yield is 0.630. (9) The reactants are [NH2:1][C:2]1[CH:7]=[CH:6][C:5]([C:8]2[N:9]([CH2:26][CH3:27])[C:10]3[C:15]([C:16]=2[C:17]#[N:18])=[CH:14][CH:13]=[C:12]([N:19]2[CH2:24][CH2:23][N:22]([CH3:25])[CH2:21][CH2:20]2)[CH:11]=3)=[CH:4][CH:3]=1.[C:28](Cl)(=[O:31])[CH2:29][CH3:30]. The catalyst is N1C=CC=CC=1. The product is [C:17]([C:16]1[C:15]2[C:10](=[CH:11][C:12]([N:19]3[CH2:20][CH2:21][N:22]([CH3:25])[CH2:23][CH2:24]3)=[CH:13][CH:14]=2)[N:9]([CH2:26][CH3:27])[C:8]=1[C:5]1[CH:6]=[CH:7][C:2]([NH:1][C:28](=[O:31])[CH2:29][CH3:30])=[CH:3][CH:4]=1)#[N:18]. The yield is 0.730.